This data is from Full USPTO retrosynthesis dataset with 1.9M reactions from patents (1976-2016). The task is: Predict the reactants needed to synthesize the given product. (1) Given the product [CH3:10][O:9][C:7](=[O:8])[C:6]1[CH:11]=[C:2]([O:1][C:24]2[CH:29]=[CH:28][C:27]([N+:30]([O-:32])=[O:31])=[C:26]([C:33]#[N:34])[CH:25]=2)[CH:3]=[CH:4][C:5]=1[NH:12][S:13]([C:16]1[CH:21]=[CH:20][C:19]([CH3:22])=[CH:18][CH:17]=1)(=[O:15])=[O:14], predict the reactants needed to synthesize it. The reactants are: [OH:1][C:2]1[CH:3]=[CH:4][C:5]([NH:12][S:13]([C:16]2[CH:21]=[CH:20][C:19]([CH3:22])=[CH:18][CH:17]=2)(=[O:15])=[O:14])=[C:6]([CH:11]=1)[C:7]([O:9][CH3:10])=[O:8].F[C:24]1[CH:29]=[CH:28][C:27]([N+:30]([O-:32])=[O:31])=[C:26]([C:33]#[N:34])[CH:25]=1.C(=O)([O-])[O-].[K+].[K+]. (2) Given the product [Cl:19][C:13]1[CH:12]=[CH:11][C:10]([CH2:9][NH:8][C:6]([C:22]([CH3:21])([CH3:23])[CH3:24])=[O:7])=[CH:18][C:14]=1[C:15]([NH:28][C:29]1[CH:30]=[C:31]([F:39])[C:32]([F:38])=[C:33]([CH:37]=1)[C:34]([OH:36])=[O:35])=[O:17], predict the reactants needed to synthesize it. The reactants are: C(O[C:6]([NH:8][CH2:9][C:10]1[CH:11]=[CH:12][C:13]([Cl:19])=[C:14]([CH:18]=1)[C:15]([OH:17])=O)=[O:7])(C)(C)C.Cl[C:21](N(C)C)=[C:22]([CH3:24])[CH3:23].[NH2:28][C:29]1[CH:30]=[C:31]([F:39])[C:32]([F:38])=[C:33]([CH:37]=1)[C:34]([OH:36])=[O:35].CC1C(O)=C(C=O)C(COP(O)(O)=O)=CN=1.O. (3) Given the product [CH3:1][O:2][C:3]1[CH:4]=[C:5]2[C:10](=[CH:11][C:12]=1[O:13][CH3:14])[N:9]=[CH:8][CH:7]=[C:6]2[O:15][C:17]1[CH:22]=[CH:21][C:20]([NH2:23])=[CH:19][C:18]=1[CH3:26], predict the reactants needed to synthesize it. The reactants are: [CH3:1][O:2][C:3]1[CH:4]=[C:5]2[C:10](=[CH:11][C:12]=1[O:13][CH3:14])[N:9]=[CH:8][CH:7]=[C:6]2[OH:15].F[C:17]1[CH:22]=[CH:21][C:20]([N+:23]([O-])=O)=[CH:19][C:18]=1[CH3:26]. (4) Given the product [Cl:1][C:2]1[CH:3]=[C:4]([CH:9]2[CH2:10][N:11]([C:16]([CH:18]3[CH2:19][CH2:20][N:21]([C:24]([C:26]4([CH3:29])[CH2:27][CH2:28]4)=[O:25])[CH2:22][CH2:23]3)=[O:17])[CH2:12][CH:13]2[N:14]([CH3:15])[C:38](=[O:40])[CH2:37][C:34]2[CH:33]=[CH:32][C:31]([F:30])=[CH:36][CH:35]=2)[CH:5]=[CH:6][C:7]=1[Cl:8], predict the reactants needed to synthesize it. The reactants are: [Cl:1][C:2]1[CH:3]=[C:4]([CH:9]2[CH:13]([NH:14][CH3:15])[CH2:12][N:11]([C:16]([CH:18]3[CH2:23][CH2:22][N:21]([C:24]([C:26]4([CH3:29])[CH2:28][CH2:27]4)=[O:25])[CH2:20][CH2:19]3)=[O:17])[CH2:10]2)[CH:5]=[CH:6][C:7]=1[Cl:8].[F:30][C:31]1[CH:36]=[CH:35][C:34]([CH2:37][C:38]([OH:40])=O)=[CH:33][CH:32]=1. (5) Given the product [NH2:71][S:43]([N:42]([CH2:33][C@@H:10]1[CH2:11][C@@H:12]([N:14]2[C:18]3[N:19]=[CH:20][N:21]=[C:22]([NH:23][C@@H:24]4[C:32]5[C:27](=[CH:28][CH:29]=[CH:30][CH:31]=5)[CH2:26][CH2:25]4)[C:17]=3[CH:16]=[CH:15]2)[CH2:13][C@@H:9]1[O:8][Si:1]([C:4]([CH3:6])([CH3:7])[CH3:5])([CH3:2])[CH3:3])[C:35](=[O:36])[O:37][C:38]([CH3:41])([CH3:40])[CH3:39])(=[O:44])=[O:45], predict the reactants needed to synthesize it. The reactants are: [Si:1]([O:8][C@H:9]1[CH2:13][C@H:12]([N:14]2[C:18]3[N:19]=[CH:20][N:21]=[C:22]([NH:23][C@@H:24]4[C:32]5[C:27](=[CH:28][CH:29]=[CH:30][CH:31]=5)[CH2:26][CH2:25]4)[C:17]=3[CH:16]=[CH:15]2)[CH2:11][C@H:10]1[CH2:33]O)([C:4]([CH3:7])([CH3:6])[CH3:5])([CH3:3])[CH3:2].[C:35]([NH:42][SH:43](=[O:45])=[O:44])([O:37][C:38]([CH3:41])([CH3:40])[CH3:39])=[O:36].C1(P(C2C=CC=CC=2)C2C=CC=CC=2)C=CC=CC=1.C(OCC)(=O)C.[N:71](C(OCC)=O)=NC(OCC)=O.